This data is from Full USPTO retrosynthesis dataset with 1.9M reactions from patents (1976-2016). The task is: Predict the reactants needed to synthesize the given product. (1) Given the product [CH2:19]([O:18][C:16]([C:3]1[CH:4]=[N:5][C:6]2[C:11]([C:2]=1[NH2:21])=[CH:10][C:9]([O:12][CH:13]([CH3:15])[CH3:14])=[CH:8][CH:7]=2)=[O:17])[CH3:20], predict the reactants needed to synthesize it. The reactants are: Cl[C:2]1[C:11]2[C:6](=[CH:7][CH:8]=[C:9]([O:12][CH:13]([CH3:15])[CH3:14])[CH:10]=2)[N:5]=[CH:4][C:3]=1[C:16]([O:18][CH2:19][CH3:20])=[O:17].[NH3:21]. (2) Given the product [F:1][C:2]1[CH:11]=[CH:10][CH:9]=[C:8]2[C:3]=1[C:4]([C:21]1[C:22](=[O:23])[NH:24][C:27](=[O:26])[C:28]=1[C:30]1[C:31]3[S:44][CH:43]=[CH:42][C:32]=3[NH:33][CH:34]=1)=[N:5][C:6]([N:12]1[CH2:17][CH2:16][N:15]3[CH2:18][CH2:19][CH2:20][C@@H:14]3[CH2:13]1)=[N:7]2, predict the reactants needed to synthesize it. The reactants are: [F:1][C:2]1[CH:11]=[CH:10][CH:9]=[C:8]2[C:3]=1[C:4]([CH2:21][C:22]([NH2:24])=[O:23])=[N:5][C:6]([N:12]1[CH2:17][CH2:16][N:15]3[CH2:18][CH2:19][CH2:20][C@@H:14]3[CH2:13]1)=[N:7]2.C[O:26][C:27](=O)[C:28]([C:30]1[C:31]2[S:44][CH:43]=[CH:42][C:32]=2[N:33](C(OC(C)(C)C)=O)[CH:34]=1)=O.O(C(C)(C)C)[K]. (3) Given the product [CH3:20][C:17]1[N:18]=[CH:19][C:14]([C:12]2[N:11]([C:21]3[CH:22]=[N:23][C:24]([CH3:27])=[CH:25][CH:26]=3)[N:10]=[C:9]([C:7]([OH:8])=[O:6])[CH:13]=2)=[N:15][CH:16]=1, predict the reactants needed to synthesize it. The reactants are: O.[OH-].[Li+].C([O:6][C:7]([C:9]1[CH:13]=[C:12]([C:14]2[CH:19]=[N:18][C:17]([CH3:20])=[CH:16][N:15]=2)[N:11]([C:21]2[CH:22]=[N:23][C:24]([CH3:27])=[CH:25][CH:26]=2)[N:10]=1)=[O:8])C.Cl. (4) Given the product [ClH:19].[N:20]1[CH:25]=[CH:24][CH:23]=[CH:22][C:21]=1[CH2:26][NH:27][S:16]([C:14]1[O:15][C:11]([C:5]2[CH:4]=[C:3]([CH2:1][CH3:2])[C:8](=[O:9])[NH:7][C:6]=2[CH3:10])=[CH:12][CH:13]=1)(=[O:18])=[O:17], predict the reactants needed to synthesize it. The reactants are: [CH2:1]([C:3]1[C:8](=[O:9])[NH:7][C:6]([CH3:10])=[C:5]([C:11]2[O:15][C:14]([S:16]([Cl:19])(=[O:18])=[O:17])=[CH:13][CH:12]=2)[CH:4]=1)[CH3:2].[N:20]1[CH:25]=[CH:24][CH:23]=[CH:22][C:21]=1[CH2:26][NH2:27]. (5) Given the product [OH:43][CH2:42][C:39]1([C:36]2[CH:37]=[CH:38][C:33]([C:28]3[N:27]=[C:26]4[CH:25]=[C:24]([CH2:23][O:22][C@H:21]5[C@H:17]6[O:16][CH2:15][C@@H:14]([OH:13])[C@H:18]6[O:19][CH2:20]5)[NH:32][C:31]4=[CH:30][CH:29]=3)=[CH:34][CH:35]=2)[CH2:41][CH2:40]1, predict the reactants needed to synthesize it. The reactants are: Cl.CCOC(C)=O.C([Si](C)(C)[O:13][C@H:14]1[C@H:18]2[O:19][CH2:20][C@@H:21]([O:22][CH2:23][C:24]3[NH:32][C:31]4[C:26](=[N:27][C:28]([C:33]5[CH:38]=[CH:37][C:36]([C:39]6([CH2:42][OH:43])[CH2:41][CH2:40]6)=[CH:35][CH:34]=5)=[CH:29][CH:30]=4)[CH:25]=3)[C@H:17]2[O:16][CH2:15]1)(C)(C)C. (6) Given the product [F:80][CH2:79][C:76]1([S:73]([NH:72][C:70]([C@@:65]2([NH:64][C:18]([C@@H:13]3[CH2:14][C@@H:15]([OH:17])[CH2:16][N:12]3[C:10](=[O:11])[C@@H:9]([NH:8][C:6](=[O:7])[O:5][CH2:39][CH2:40][CH2:41][CH3:42])[C@H:21]([CH3:29])[CH2:22][CH:23]([CH3:28])[CH2:24][CH2:25][CH:26]=[CH2:27])=[O:19])[CH2:67][C@H:66]2[CH:68]=[CH2:69])=[O:71])(=[O:75])=[O:74])[CH2:78][CH2:77]1, predict the reactants needed to synthesize it. The reactants are: C([O:5][C:6]([NH:8][C@@H:9]([C@H:21]([CH3:29])[CH2:22][CH:23]([CH3:28])[CH2:24][CH2:25][CH:26]=[CH2:27])[C:10]([N:12]1[CH2:16][C@H:15]([OH:17])[CH2:14][C@H:13]1[C:18](O)=[O:19])=[O:11])=[O:7])(C)(C)C.CN(C(ON1N=N[C:40]2[CH:41]=[CH:42]C=N[C:39]1=2)=[N+](C)C)C.F[P-](F)(F)(F)(F)F.CCN(C(C)C)C(C)C.Cl.[NH2:64][C@:65]1([C:70]([NH:72][S:73]([C:76]2([CH2:79][F:80])[CH2:78][CH2:77]2)(=[O:75])=[O:74])=[O:71])[CH2:67][C@H:66]1[CH:68]=[CH2:69]. (7) Given the product [CH3:1][O:2][C:3]1[CH:10]=[CH:9][CH:8]=[CH:7][C:4]=1[CH:5]1[C:20]([C:21]([O:23][CH2:24][CH3:25])=[O:22])=[C:19]([C:18]([F:17])([F:27])[F:28])[NH:11][C:12]2=[N:13][NH:14][CH:15]=[C:16]12, predict the reactants needed to synthesize it. The reactants are: [CH3:1][O:2][C:3]1[CH:10]=[CH:9][CH:8]=[CH:7][C:4]=1[CH:5]=O.[NH2:11][C:12]1[CH:16]=[CH:15][NH:14][N:13]=1.[F:17][C:18]([F:28])([F:27])[C:19](=O)[CH2:20][C:21]([O:23][CH2:24][CH3:25])=[O:22]. (8) Given the product [Cl:24][C:25]1[CH:26]=[C:27]2[C:31](=[CH:32][CH:33]=1)[NH:30][C:29](=[O:34])[C:28]2([OH:35])[C:23]1[CH:22]=[CH:21][N:20]=[CH:19][C:18]=1[O:17][CH3:16], predict the reactants needed to synthesize it. The reactants are: C([Li])(C)(C)C.BrC1C(C)=CC(C)=CC=1C.[CH3:16][O:17][C:18]1[CH:19]=[N:20][CH:21]=[CH:22][CH:23]=1.[Cl:24][C:25]1[CH:26]=[C:27]2[C:31](=[CH:32][CH:33]=1)[NH:30][C:29](=[O:34])[C:28]2=[O:35].